Dataset: Peptide-MHC class I binding affinity with 185,985 pairs from IEDB/IMGT. Task: Regression. Given a peptide amino acid sequence and an MHC pseudo amino acid sequence, predict their binding affinity value. This is MHC class I binding data. (1) The peptide sequence is EFLNLVMETL. The binding affinity (normalized) is 0.382. The MHC is H-2-Kd with pseudo-sequence H-2-Kd. (2) The peptide sequence is QQYHRFGLY. The MHC is HLA-A02:03 with pseudo-sequence HLA-A02:03. The binding affinity (normalized) is 0.0847. (3) The MHC is HLA-B44:02 with pseudo-sequence HLA-B44:02. The peptide sequence is AECPNTNRAW. The binding affinity (normalized) is 0.670. (4) The peptide sequence is IMEIVSHLR. The MHC is HLA-A68:01 with pseudo-sequence HLA-A68:01. The binding affinity (normalized) is 0.891. (5) The peptide sequence is TPHSGEEHAV. The MHC is HLA-B07:02 with pseudo-sequence HLA-B07:02. The binding affinity (normalized) is 0.529.